Dataset: NCI-60 drug combinations with 297,098 pairs across 59 cell lines. Task: Regression. Given two drug SMILES strings and cell line genomic features, predict the synergy score measuring deviation from expected non-interaction effect. (1) Drug 1: C1=CN(C=N1)CC(O)(P(=O)(O)O)P(=O)(O)O. Drug 2: CN1C2=C(C=C(C=C2)N(CCCl)CCCl)N=C1CCCC(=O)O.Cl. Cell line: HL-60(TB). Synergy scores: CSS=7.29, Synergy_ZIP=-2.05, Synergy_Bliss=-1.24, Synergy_Loewe=-3.84, Synergy_HSA=-1.45. (2) Drug 1: C1CN(P(=O)(OC1)NCCCl)CCCl. Drug 2: N.N.Cl[Pt+2]Cl. Cell line: SW-620. Synergy scores: CSS=27.7, Synergy_ZIP=-2.24, Synergy_Bliss=0.622, Synergy_Loewe=-12.8, Synergy_HSA=3.35. (3) Drug 1: C1CC(=O)NC(=O)C1N2C(=O)C3=CC=CC=C3C2=O. Drug 2: CCC1(C2=C(COC1=O)C(=O)N3CC4=CC5=C(C=CC(=C5CN(C)C)O)N=C4C3=C2)O.Cl. Cell line: HCC-2998. Synergy scores: CSS=-5.13, Synergy_ZIP=-13.3, Synergy_Bliss=-30.3, Synergy_Loewe=-50.8, Synergy_HSA=-31.1. (4) Drug 1: CC(C1=C(C=CC(=C1Cl)F)Cl)OC2=C(N=CC(=C2)C3=CN(N=C3)C4CCNCC4)N. Drug 2: CC12CCC3C(C1CCC2O)C(CC4=C3C=CC(=C4)O)CCCCCCCCCS(=O)CCCC(C(F)(F)F)(F)F. Cell line: RXF 393. Synergy scores: CSS=6.15, Synergy_ZIP=-0.358, Synergy_Bliss=3.13, Synergy_Loewe=3.60, Synergy_HSA=4.56.